From a dataset of Full USPTO retrosynthesis dataset with 1.9M reactions from patents (1976-2016). Predict the reactants needed to synthesize the given product. The reactants are: P(Cl)(Cl)(Cl)=O.[Si]([O:13][C@@H:14]([CH3:39])[C@@H:15]([NH:28][C:29]1[CH:34]=[CH:33][C:32]([C:35]#[N:36])=[C:31]([Cl:37])[C:30]=1[CH3:38])[C:16]([NH:18][CH2:19][C:20](=[O:27])[C:21]1[CH:26]=[CH:25][CH:24]=[CH:23][CH:22]=1)=O)(C(C)(C)C)(C)C. Given the product [Cl:37][C:31]1[C:30]([CH3:38])=[C:29]([NH:28][C@@H:15]([C:16]2[O:27][C:20]([C:21]3[CH:26]=[CH:25][CH:24]=[CH:23][CH:22]=3)=[CH:19][N:18]=2)[C@@H:14]([OH:13])[CH3:39])[CH:34]=[CH:33][C:32]=1[C:35]#[N:36], predict the reactants needed to synthesize it.